Task: Predict the product of the given reaction.. Dataset: Forward reaction prediction with 1.9M reactions from USPTO patents (1976-2016) (1) Given the reactants [N+]([O-])(O)=O.[F:5][C:6]1[CH:7]=[C:8]([NH:18][C:19]([NH2:21])=[NH:20])[CH:9]=[CH:10][C:11]=1[N:12]1[CH:16]=[C:15]([CH3:17])[N:14]=[CH:13]1.[CH3:22][CH:23]([CH3:34])[C:24](=O)[CH2:25][C:26](=O)[C:27]([O:29][CH2:30][CH3:31])=[O:28].C(=O)([O-])[O-].[K+].[K+], predict the reaction product. The product is: [F:5][C:6]1[CH:7]=[C:8]([NH:18][C:19]2[N:21]=[C:26]([C:27]([O:29][CH2:30][CH3:31])=[O:28])[CH:25]=[C:24]([CH:23]([CH3:22])[CH3:34])[N:20]=2)[CH:9]=[CH:10][C:11]=1[N:12]1[CH:16]=[C:15]([CH3:17])[N:14]=[CH:13]1. (2) Given the reactants [C:1]([N:4]1[C:12]2[C:7](=[CH:8][CH:9]=[C:10]([Cl:13])[CH:11]=2)[CH2:6][C:5]1=[O:14])(=[O:3])[CH3:2].[CH3:15][O:16][C:17]([CH2:19][CH2:20][C:21]1[CH:29]=[CH:28][C:24]([C:25](O)=[O:26])=[CH:23][CH:22]=1)=[O:18], predict the reaction product. The product is: [C:1]([N:4]1[C:12]2[C:7](=[CH:8][CH:9]=[C:10]([Cl:13])[CH:11]=2)[C:6](=[C:25]([OH:26])[C:24]2[CH:23]=[CH:22][C:21]([CH2:20][CH2:19][C:17]([O:16][CH3:15])=[O:18])=[CH:29][CH:28]=2)[C:5]1=[O:14])(=[O:3])[CH3:2]. (3) Given the reactants [C:1]([C:5]1[O:9][N:8]=[C:7]([NH:10][C:11](=[O:46])[NH:12][C:13]2[CH:14]=[C:15]([CH:43]=[CH:44][CH:45]=2)[O:16][C:17]2[C:26]3[C:21](=[CH:22][C:23]([O:29][CH:30]4[CH2:35][CH2:34][N:33](C(OC(C)(C)C)=O)[CH2:32][CH2:31]4)=[C:24]([O:27][CH3:28])[CH:25]=3)[N:20]=[CH:19][N:18]=2)[CH:6]=1)([CH3:4])([CH3:3])[CH3:2].Cl.O1CCOCC1, predict the reaction product. The product is: [C:1]([C:5]1[O:9][N:8]=[C:7]([NH:10][C:11]([NH:12][C:13]2[CH:45]=[CH:44][CH:43]=[C:15]([O:16][C:17]3[C:26]4[C:21](=[CH:22][C:23]([O:29][CH:30]5[CH2:35][CH2:34][NH:33][CH2:32][CH2:31]5)=[C:24]([O:27][CH3:28])[CH:25]=4)[N:20]=[CH:19][N:18]=3)[CH:14]=2)=[O:46])[CH:6]=1)([CH3:4])([CH3:2])[CH3:3]. (4) Given the reactants [C:1]([N:4]1[C:13]2[C:12]3=[N:14][C:15]([CH3:18])=[C:16]([CH3:17])[N:11]3[CH:10]=[CH:9][C:8]=2[CH:7]=[CH:6][CH:5]1[C:19]1[CH:24]=[CH:23][CH:22]=[CH:21][CH:20]=1)(=[O:3])[CH3:2].C(=O)([O-])[O-:26].[K+].[K+].OO.C(=O)([O-])O.[Na+], predict the reaction product. The product is: [C:1]([N:4]1[C:13]2[C:12]3=[N:14][C:15]([CH3:18])=[C:16]([CH3:17])[N:11]3[CH:10]=[CH:9][C:8]=2[C@@H:7]2[O:26][C@@H:6]2[C@H:5]1[C:19]1[CH:24]=[CH:23][CH:22]=[CH:21][CH:20]=1)(=[O:3])[CH3:2]. (5) Given the reactants [CH2:1]([O:8]C(NC[C@@H](CCCCC)C(O)=O)=O)[C:2]1[CH:7]=[CH:6][CH:5]=[CH:4][CH:3]=1.[CH:22]1[CH:27]=[N:26][C:25]2[N:28](O)[N:29]=N[C:24]=2[CH:23]=1.N1[CH:37]=[CH:36][CH:35]=[CH:34][C:33]=1NN.CN1[CH2:46][CH2:45][O:44]CC1.CCN=C=NCCCN(C)C.[CH3:58][N:59]([CH:61]=[O:62])C, predict the reaction product. The product is: [CH2:1]([O:8][N:59]([CH2:58][C@H:46]([C:45]([NH:29][NH:28][C:25]1[CH:24]=[CH:23][CH:22]=[CH:27][N:26]=1)=[O:44])[CH2:33][CH2:34][CH2:35][CH2:36][CH3:37])[CH:61]=[O:62])[C:2]1[CH:3]=[CH:4][CH:5]=[CH:6][CH:7]=1. (6) Given the reactants [C:1]([O:5][C:6]([C:8]1[CH:41]=[CH:40][CH:39]=[CH:38][C:9]=1[CH2:10][N:11]1[C:15](=[O:16])[C:14]2([CH2:21][CH2:20][N:19](C(OCC3C=CC=CC=3)=O)[CH2:18][CH2:17]2)[N:13]([C:32]2[CH:37]=[CH:36][CH:35]=[CH:34][CH:33]=2)[CH2:12]1)=[O:7])([CH3:4])([CH3:3])[CH3:2], predict the reaction product. The product is: [O:16]=[C:15]1[C:14]2([CH2:17][CH2:18][NH:19][CH2:20][CH2:21]2)[N:13]([C:32]2[CH:33]=[CH:34][CH:35]=[CH:36][CH:37]=2)[CH2:12][N:11]1[CH2:10][C:9]1[CH:38]=[CH:39][CH:40]=[CH:41][C:8]=1[C:6]([O:5][C:1]([CH3:4])([CH3:2])[CH3:3])=[O:7]. (7) Given the reactants [CH2:1]([O:8][C:9]1[CH:14]=[CH:13][N:12]([C:15]2[CH:20]=[CH:19][C:18]3[C:21]4[CH2:22][NH:23][CH2:24][CH2:25][C:26]=4[O:27][C:17]=3[CH:16]=2)[C:11](=[O:28])[CH:10]=1)[C:2]1[CH:7]=[CH:6][CH:5]=[CH:4][CH:3]=1.[ClH:29].CCOCC, predict the reaction product. The product is: [ClH:29].[CH2:1]([O:8][C:9]1[CH:14]=[CH:13][N:12]([C:15]2[CH:20]=[CH:19][C:18]3[C:21]4[CH2:22][NH:23][CH2:24][CH2:25][C:26]=4[O:27][C:17]=3[CH:16]=2)[C:11](=[O:28])[CH:10]=1)[C:2]1[CH:7]=[CH:6][CH:5]=[CH:4][CH:3]=1.